This data is from Reaction yield outcomes from USPTO patents with 853,638 reactions. The task is: Predict the reaction yield, written as a fraction of the theoretical maximum amount of product (1.0 means a 100% yield; for example, 0.34 means a 34% yield). The reactants are CS(O[CH2:6][CH2:7][C:8]([CH3:24])([N:10]1[CH:14]=[C:13]([C:15]2[C:16]3[CH:23]=[CH:22][NH:21][C:17]=3[N:18]=[CH:19][N:20]=2)[CH:12]=[N:11]1)[CH3:9])(=O)=O.[CH3:25][N:26](C=O)C.[C-]#N.[Na+]. The catalyst is O. The product is [CH3:9][C:8]([N:10]1[CH:14]=[C:13]([C:15]2[C:16]3[CH:23]=[CH:22][NH:21][C:17]=3[N:18]=[CH:19][N:20]=2)[CH:12]=[N:11]1)([CH3:24])[CH2:7][CH2:6][C:25]#[N:26]. The yield is 0.590.